Dataset: Catalyst prediction with 721,799 reactions and 888 catalyst types from USPTO. Task: Predict which catalyst facilitates the given reaction. Reactant: C[O:2][C:3](=O)[C:4]1[CH:9]=[CH:8][C:7]([NH:10][C:11]([NH:13][C:14]2[CH:19]=[CH:18][CH:17]=[CH:16][C:15]=2[O:20][C:21]2[N:22]([C:27]3[CH:32]=[CH:31][CH:30]=[CH:29][C:28]=3[Cl:33])[N:23]=[C:24]([CH3:26])[CH:25]=2)=[O:12])=[CH:6][CH:5]=1.[Li+].[BH4-].C(OCC)C.O. Product: [Cl:33][C:28]1[CH:29]=[CH:30][CH:31]=[CH:32][C:27]=1[N:22]1[C:21]([O:20][C:15]2[CH:16]=[CH:17][CH:18]=[CH:19][C:14]=2[NH:13][C:11]([NH:10][C:7]2[CH:6]=[CH:5][C:4]([CH2:3][OH:2])=[CH:9][CH:8]=2)=[O:12])=[CH:25][C:24]([CH3:26])=[N:23]1. The catalyst class is: 7.